This data is from Reaction yield outcomes from USPTO patents with 853,638 reactions. The task is: Predict the reaction yield, written as a fraction of the theoretical maximum amount of product (1.0 means a 100% yield; for example, 0.34 means a 34% yield). The reactants are [Br:1][C:2]1[S:3][CH:4]=[CH:5][C:6]=1[CH3:7].[Cl:8][S:9](O)(=[O:11])=[O:10].P(Cl)(Cl)(Cl)(Cl)Cl. The catalyst is C(Cl)(Cl)Cl.C1(C)C=CC=CC=1.C(OCC)(=O)C. The product is [Br:1][C:2]1[S:3][C:4]([S:9]([Cl:8])(=[O:11])=[O:10])=[CH:5][C:6]=1[CH3:7]. The yield is 0.900.